The task is: Predict the reactants needed to synthesize the given product.. This data is from Full USPTO retrosynthesis dataset with 1.9M reactions from patents (1976-2016). (1) Given the product [N:13]([CH2:2][C:3]1[CH:12]=[CH:11][CH:10]=[C:9]2[C:4]=1[CH:5]=[CH:6][N:7]=[CH:8]2)=[N+:14]=[N-:15], predict the reactants needed to synthesize it. The reactants are: Cl[CH2:2][C:3]1[CH:12]=[CH:11][CH:10]=[C:9]2[C:4]=1[CH:5]=[CH:6][N:7]=[CH:8]2.[N-:13]=[N+:14]=[N-:15].[Na+]. (2) Given the product [Cl:1][C:2]1[N:11]=[C:10]([NH:17][C:16]2[CH:18]=[C:19]([O:22][CH3:23])[CH:20]=[CH:21][C:15]=2[O:14][CH3:13])[C:9]2[C:4](=[CH:5][CH:6]=[CH:7][CH:8]=2)[N:3]=1, predict the reactants needed to synthesize it. The reactants are: [Cl:1][C:2]1[N:11]=[C:10](Cl)[C:9]2[C:4](=[CH:5][CH:6]=[CH:7][CH:8]=2)[N:3]=1.[CH3:13][O:14][C:15]1[CH:21]=[CH:20][C:19]([O:22][CH3:23])=[CH:18][C:16]=1[NH2:17]. (3) Given the product [C:36]([O:35][C:33]([N:29]1[C:30]2[C:26](=[CH:25][C:24]([NH:1][C:2]3[CH:14]=[C:13]([CH2:15][CH2:16][C:17]4[CH:18]=[CH:19][CH:20]=[CH:21][CH:22]=4)[CH:12]=[CH:11][C:3]=3[C:4]([O:6][C:7]([CH3:10])([CH3:9])[CH3:8])=[O:5])=[CH:32][CH:31]=2)[CH:27]=[CH:28]1)=[O:34])([CH3:39])([CH3:37])[CH3:38], predict the reactants needed to synthesize it. The reactants are: [NH2:1][C:2]1[CH:14]=[C:13]([CH2:15][CH2:16][C:17]2[CH:22]=[CH:21][CH:20]=[CH:19][CH:18]=2)[CH:12]=[CH:11][C:3]=1[C:4]([O:6][C:7]([CH3:10])([CH3:9])[CH3:8])=[O:5].Br[C:24]1[CH:25]=[C:26]2[C:30](=[CH:31][CH:32]=1)[N:29]([C:33]([O:35][C:36]([CH3:39])([CH3:38])[CH3:37])=[O:34])[CH:28]=[CH:27]2.C(=O)([O-])[O-].[Cs+].[Cs+].C1(P(C2CCCCC2)C2C=CC=CC=2C2C(C(C)C)=CC(C(C)C)=CC=2C(C)C)CCCCC1.